This data is from Catalyst prediction with 721,799 reactions and 888 catalyst types from USPTO. The task is: Predict which catalyst facilitates the given reaction. (1) Reactant: C(N(C(C)C)CC)(C)C.[C:10]([O:14][C:15]([NH:17][CH2:18][CH2:19][CH2:20][CH2:21][NH2:22])=[O:16])([CH3:13])([CH3:12])[CH3:11].[CH2:23]([O:25][C:26]([C:28]1[CH:29]=[C:30]([NH:34][C:35]2[N:40]=[C:39]([C:41]3[S:45][C:44](Cl)=[N:43][C:42]=3[C:47]([F:50])([F:49])[F:48])[CH:38]=[CH:37][N:36]=2)[CH:31]=[CH:32][CH:33]=1)=[O:27])[CH3:24]. Product: [CH2:23]([O:25][C:26]([C:28]1[CH:29]=[C:30]([NH:34][C:35]2[N:40]=[C:39]([C:41]3[S:45][C:44]([NH:22][CH2:21][CH2:20][CH2:19][CH2:18][NH:17][C:15]([O:14][C:10]([CH3:13])([CH3:12])[CH3:11])=[O:16])=[N:43][C:42]=3[C:47]([F:49])([F:50])[F:48])[CH:38]=[CH:37][N:36]=2)[CH:31]=[CH:32][CH:33]=1)=[O:27])[CH3:24]. The catalyst class is: 10. (2) Reactant: [NH2:1][C:2]1[CH:7]=[CH:6][CH:5]=[C:4]([NH2:8])[N:3]=1.[F:9][C:10]1[CH:18]=[CH:17][C:13]([C:14](Cl)=[O:15])=[CH:12][CH:11]=1. Product: [NH2:8][C:4]1[N:3]=[C:2]([NH:1][C:14](=[O:15])[C:13]2[CH:17]=[CH:18][C:10]([F:9])=[CH:11][CH:12]=2)[CH:7]=[CH:6][CH:5]=1. The catalyst class is: 12.